Dataset: Full USPTO retrosynthesis dataset with 1.9M reactions from patents (1976-2016). Task: Predict the reactants needed to synthesize the given product. (1) Given the product [NH2:17][C:12]1[C:13]([NH:15][CH3:16])=[CH:14][C:2]([F:1])=[C:3]([CH:11]=1)[C:4]([NH:6][CH2:7][CH2:8][O:9][CH3:10])=[O:5], predict the reactants needed to synthesize it. The reactants are: [F:1][C:2]1[CH:14]=[C:13]([NH:15][CH3:16])[C:12]([N+:17]([O-])=O)=[CH:11][C:3]=1[C:4]([NH:6][CH2:7][CH2:8][O:9][CH3:10])=[O:5]. (2) Given the product [CH3:70][CH:34]([CH3:33])[C@H:35]([N:40]1[CH2:48][C:47]2[C:42](=[CH:43][C:44]([C:49]3[CH:54]=[CH:53][C:52]([NH:55][C:56](=[O:68])[C:57]4[CH:58]=[CH:59][C:60]([CH2:63][CH2:64][CH2:65][CH2:66][CH3:67])=[CH:61][CH:62]=4)=[CH:51][CH:50]=3)=[CH:45][CH:46]=2)[C:41]1=[O:69])[C:36]([OH:38])=[O:37], predict the reactants needed to synthesize it. The reactants are: C(NC1C=CC(C2C=C3C(CN([C@@H](C(C)C)C(O)=O)C3=O)=CC=2)=CC=1)(=O)C1C=CC=CC=1.[CH3:33][CH:34]([CH3:70])[C@H:35]([N:40]1[CH2:48][C:47]2[C:42](=[CH:43][C:44]([C:49]3[CH:54]=[CH:53][C:52]([NH:55][C:56](=[O:68])[C:57]4[CH:62]=[CH:61][C:60]([CH2:63][CH2:64][CH2:65][CH2:66][CH3:67])=[CH:59][CH:58]=4)=[CH:51][CH:50]=3)=[CH:45][CH:46]=2)[C:41]1=[O:69])[C:36]([O:38]C)=[O:37]. (3) Given the product [CH3:28][N:27]([CH2:29][C:30]1[CH:31]=[CH:32][C:33]([NH:34]/[C:16](=[C:6]2\[C:5](=[O:25])[NH:4][C:12]3[C:7]\2=[CH:8][C:9]([N+:13]([O-:15])=[O:14])=[CH:10][CH:11]=3)/[C:17]2[CH:18]=[C:19]([CH3:23])[CH:20]=[CH:21][CH:22]=2)=[CH:35][CH:36]=1)[CH3:26], predict the reactants needed to synthesize it. The reactants are: C([N:4]1[C:12]2[C:7](=[CH:8][C:9]([N+:13]([O-:15])=[O:14])=[CH:10][CH:11]=2)[C:6](=[C:16](Cl)[C:17]2[CH:18]=[C:19]([CH3:23])[CH:20]=[CH:21][CH:22]=2)[C:5]1=[O:25])(=O)C.[CH3:26][N:27]([CH2:29][C:30]1[CH:36]=[CH:35][C:33]([NH2:34])=[CH:32][CH:31]=1)[CH3:28].[OH-].[Na+]. (4) The reactants are: I[C:2]1[CH:7]=[C:6]([N+:8]([O-:10])=[O:9])[C:5]([C:11]([F:14])([F:13])[F:12])=[CH:4][C:3]=1[NH:15][S:16]([CH3:19])(=[O:18])=[O:17].[CH3:20][C:21]([C:23]#[CH:24])=[CH2:22]. Given the product [C:21]([C:23]1[N:15]([S:16]([CH3:19])(=[O:18])=[O:17])[C:3]2[C:2]([CH:24]=1)=[CH:7][C:6]([N+:8]([O-:10])=[O:9])=[C:5]([C:11]([F:14])([F:13])[F:12])[CH:4]=2)([CH3:22])=[CH2:20], predict the reactants needed to synthesize it. (5) Given the product [CH2:25]([C:24]1[NH:1][C:2]2[C:3]([C:4](=[O:5])[C:29]=1[CH3:28])=[CH:7][C:8]([O:12][C:13]1[CH:14]=[CH:15][C:16]([O:19][C:20]([F:23])([F:21])[F:22])=[CH:17][CH:18]=1)=[C:9]([CH3:11])[CH:10]=2)[CH3:26], predict the reactants needed to synthesize it. The reactants are: [NH2:1][C:2]1[CH:10]=[C:9]([CH3:11])[C:8]([O:12][C:13]2[CH:18]=[CH:17][C:16]([O:19][C:20]([F:23])([F:22])[F:21])=[CH:15][CH:14]=2)=[CH:7][C:3]=1[C:4]([O-])=[O:5].[C:24]1(C)[C:25](C)=[CH:26]C=[CH:28][CH:29]=1.Cl.